Task: Predict the reactants needed to synthesize the given product.. Dataset: Full USPTO retrosynthesis dataset with 1.9M reactions from patents (1976-2016) (1) Given the product [Cl:1][C:2]1[CH:3]=[C:4]([O:11][CH3:12])[C:5](=[CH:9][C:10]=1[N+:13]([O-:15])=[O:14])[C:6]([OH:8])=[O:7], predict the reactants needed to synthesize it. The reactants are: [Cl:1][C:2]1[CH:3]=[C:4]([O:11][CH3:12])[C:5](=[CH:9][CH:10]=1)[C:6]([OH:8])=[O:7].[N+:13]([O-])([O-:15])=[O:14].[K+]. (2) Given the product [Br:13][C:14]1[CH:19]=[C:18]([CH2:20][O:10][CH:7]2[CH2:8][CH2:9][N:4]([C:1](=[O:3])[CH3:2])[CH2:5][CH2:6]2)[CH:17]=[N:16][CH:15]=1, predict the reactants needed to synthesize it. The reactants are: [C:1]([N:4]1[CH2:9][CH2:8][CH:7]([OH:10])[CH2:6][CH2:5]1)(=[O:3])[CH3:2].[H-].[Na+].[Br:13][C:14]1[CH:15]=[N:16][CH:17]=[C:18]([CH2:20]Br)[CH:19]=1. (3) Given the product [CH3:1][O:2][C:3]1[CH:4]=[C:5]([O:15][C:16]2[CH:17]=[N:18][C:19]([CH2:22][O:23][CH3:24])=[CH:20][CH:21]=2)[CH:6]=[C:7]2[C:11]=1[NH:10][C:9]([C:12]1[S:14][CH:27]([CH2:26][C:25]([O:30][CH2:31][CH3:32])=[O:29])[CH2:28][N:13]=1)=[CH:8]2, predict the reactants needed to synthesize it. The reactants are: [CH3:1][O:2][C:3]1[CH:4]=[C:5]([O:15][C:16]2[CH:17]=[N:18][C:19]([CH2:22][O:23][CH3:24])=[CH:20][CH:21]=2)[CH:6]=[C:7]2[C:11]=1[NH:10][C:9]([C:12](=[S:14])[NH2:13])=[CH:8]2.[C:25]([O:30][CH2:31][CH3:32])(=[O:29])[C:26]#[C:27][CH3:28].C(P(CCCC)CCCC)CCC.O1CCCC1. (4) Given the product [NH2:14][C:5]1[CH:4]=[CH:3][C:2]([Cl:1])=[CH:7][C:6]=1[C:8](=[O:13])[C:9]([CH3:11])([CH3:10])[CH3:12], predict the reactants needed to synthesize it. The reactants are: [Cl:1][C:2]1[CH:3]=[CH:4][C:5]([N+:14]([O-])=O)=[C:6]([C:8](=[O:13])[C:9]([CH3:12])([CH3:11])[CH3:10])[CH:7]=1.[NH4+].[Cl-]. (5) Given the product [C:1]([S:20][CH2:21][CH2:22][C:23]([O:25][CH2:55][CH2:54][CH2:53][CH2:52][CH2:51][CH2:50][CH2:49][CH2:48][CH2:47][CH2:46][CH2:45][O:44][C:41]1[CH:42]=[CH:43][C:38]([CH3:57])=[CH:39][CH:40]=1)=[O:24])([C:8]1[CH:13]=[CH:12][CH:11]=[CH:10][CH:9]=1)([C:14]1[CH:15]=[CH:16][CH:17]=[CH:18][CH:19]=1)[C:2]1[CH:3]=[CH:4][CH:5]=[CH:6][CH:7]=1, predict the reactants needed to synthesize it. The reactants are: [C:1]([S:20][CH2:21][CH2:22][C:23]([OH:25])=[O:24])([C:14]1[CH:19]=[CH:18][CH:17]=[CH:16][CH:15]=1)([C:8]1[CH:13]=[CH:12][CH:11]=[CH:10][CH:9]=1)[C:2]1[CH:7]=[CH:6][CH:5]=[CH:4][CH:3]=1.Cl.C(N=C=NCCCN(C)C)C.[C:38]1([CH3:57])[CH:43]=[CH:42][C:41]([O:44][CH2:45][CH2:46][CH2:47][CH2:48][CH2:49][CH2:50][CH2:51][CH2:52][CH2:53][CH2:54][CH2:55]O)=[CH:40][CH:39]=1.